Dataset: Full USPTO retrosynthesis dataset with 1.9M reactions from patents (1976-2016). Task: Predict the reactants needed to synthesize the given product. (1) Given the product [Cl:18][C:16]1[CH:17]=[C:12]([C:6]2[C:5]3[N:19]([CH2:20][C@H:21]4[CH2:26][CH2:25][C@H:24]([CH3:27])[CH2:23][CH2:22]4)[C:2]([N:35]4[CH2:34][C@H:33]([OH:36])[CH2:32][C@H:31]4[CH:29]([CH3:30])[CH3:28])=[N:3][C:4]=3[CH:9]=[C:8]([C:10]#[N:11])[N:7]=2)[CH:13]=[N:14][CH:15]=1, predict the reactants needed to synthesize it. The reactants are: Br[C:2]1[N:19]([CH2:20][C@H:21]2[CH2:26][CH2:25][C@H:24]([CH3:27])[CH2:23][CH2:22]2)[C:5]2[C:6]([C:12]3[CH:13]=[N:14][CH:15]=[C:16]([Cl:18])[CH:17]=3)=[N:7][C:8]([C:10]#[N:11])=[CH:9][C:4]=2[N:3]=1.[CH3:28][CH:29]([C@H:31]1[NH:35][CH2:34][C@H:33]([OH:36])[CH2:32]1)[CH3:30].[F-].[K+].C(N(CC)C(C)C)(C)C. (2) Given the product [F:23][C:2]([F:1])([F:22])[C:3]1[CH:4]=[C:5]([CH2:20][OH:21])[C:6]2[N:10]=[N:9][N:8]([CH2:11][O:12][CH2:13][CH2:14][Si:15]([CH3:17])([CH3:18])[CH3:16])[C:7]=2[CH:19]=1, predict the reactants needed to synthesize it. The reactants are: [F:1][C:2]([F:23])([F:22])[C:3]1[CH:4]=[C:5]([CH:20]=[O:21])[C:6]2[N:10]=[N:9][N:8]([CH2:11][O:12][CH2:13][CH2:14][Si:15]([CH3:18])([CH3:17])[CH3:16])[C:7]=2[CH:19]=1.[BH4-].[Na+]. (3) Given the product [Cl:22][C:16]1[CH:17]=[C:18]([Cl:21])[CH:19]=[CH:20][C:15]=1[C:13]1[N:14]=[C:10](/[CH:9]=[CH:8]/[C:5]2[CH:6]=[CH:7][C:2]([C:33]3[CH:34]=[CH:35][C:30]([O:23][C:24]4[CH:29]=[CH:28][CH:27]=[CH:26][CH:25]=4)=[CH:31][CH:32]=3)=[CH:3][CH:4]=2)[NH:11][CH:12]=1, predict the reactants needed to synthesize it. The reactants are: Br[C:2]1[CH:7]=[CH:6][C:5](/[CH:8]=[CH:9]/[C:10]2[NH:11][CH:12]=[C:13]([C:15]3[CH:20]=[CH:19][C:18]([Cl:21])=[CH:17][C:16]=3[Cl:22])[N:14]=2)=[CH:4][CH:3]=1.[O:23]([C:30]1[CH:35]=[CH:34][C:33](B(O)O)=[CH:32][CH:31]=1)[C:24]1[CH:29]=[CH:28][CH:27]=[CH:26][CH:25]=1. (4) Given the product [C:19]([S:22][CH2:2][C:3]1[N:4]=[C:5]([C:9]2[CH:18]=[CH:17][C:12]([C:13]([O:15][CH3:16])=[O:14])=[CH:11][CH:10]=2)[O:6][C:7]=1[CH3:8])(=[O:21])[CH3:20], predict the reactants needed to synthesize it. The reactants are: Cl[CH2:2][C:3]1[N:4]=[C:5]([C:9]2[CH:18]=[CH:17][C:12]([C:13]([O:15][CH3:16])=[O:14])=[CH:11][CH:10]=2)[O:6][C:7]=1[CH3:8].[C:19](=[S:22])([O-:21])[CH3:20].[K+]. (5) The reactants are: [CH3:1][S:2]([C:5]1[CH:10]=[CH:9][C:8]([C:11]2[CH:12]=[C:13]3[CH2:19][C@:18]([CH:21]4[CH2:26][CH2:25][N:24]([C:27]#[N:28])[CH2:23][CH2:22]4)([CH3:20])[O:17][C:14]3=[CH:15][N:16]=2)=[CH:7][CH:6]=1)(=[O:4])=[O:3].[OH:29][NH:30][C:31](=N)[C:32]([CH3:35])([CH3:34])[CH3:33]. Given the product [C:32]([C:31]1[N:28]=[C:27]([N:24]2[CH2:23][CH2:22][CH:21]([C@@:18]3([CH3:20])[O:17][C:14]4=[CH:15][N:16]=[C:11]([C:8]5[CH:9]=[CH:10][C:5]([S:2]([CH3:1])(=[O:3])=[O:4])=[CH:6][CH:7]=5)[CH:12]=[C:13]4[CH2:19]3)[CH2:26][CH2:25]2)[O:29][N:30]=1)([CH3:35])([CH3:34])[CH3:33], predict the reactants needed to synthesize it. (6) Given the product [C:12]1([C:11]2[C:2]([C:23]3[CH:24]=[CH:25][C:20]([CH:18]=[O:19])=[CH:21][CH:22]=3)=[N:3][C:4]3[C:9]([CH:10]=2)=[N:8][CH:7]=[CH:6][CH:5]=3)[CH:17]=[CH:16][CH:15]=[CH:14][CH:13]=1, predict the reactants needed to synthesize it. The reactants are: Cl[C:2]1[C:11]([C:12]2[CH:17]=[CH:16][CH:15]=[CH:14][CH:13]=2)=[CH:10][C:9]2[C:4](=[CH:5][CH:6]=[CH:7][N:8]=2)[N:3]=1.[CH:18]([C:20]1[CH:25]=[CH:24][C:23](B(O)O)=[CH:22][CH:21]=1)=[O:19].[F-].[K+].